Predict the product of the given reaction. From a dataset of Forward reaction prediction with 1.9M reactions from USPTO patents (1976-2016). (1) The product is: [F:1][C:2]1[CH:3]=[C:4]2[C:22](=[CH:23][CH:24]=1)[O:21][CH2:20][CH2:19][N:18]([C:31](=[O:30])[CH2:32][OH:33])[CH2:17][C:16]1=[C:25]3[N:26]=[C:10]([CH:11]=[CH:12][N:13]3[N:14]=[CH:15]1)[N:9]1[C@@H:5]2[CH2:6][CH2:7][CH2:8]1. Given the reactants [F:1][C:2]1[CH:3]=[C:4]2[C:22](=[CH:23][CH:24]=1)[O:21][CH2:20][CH2:19][NH:18][CH2:17][C:16]1=[C:25]3[N:26]=[C:10]([CH:11]=[CH:12][N:13]3[N:14]=[CH:15]1)[N:9]1[C@@H:5]2[CH2:6][CH2:7][CH2:8]1.C([O:30][CH2:31][C:32](Cl)=[O:33])(=O)C.CCN(C(C)C)C(C)C.[OH-].[Na+], predict the reaction product. (2) Given the reactants [CH2:1]([N:8]1[C@@H:13]2[C@H:14]([S:16]([C:19]3[CH:24]=[CH:23][CH:22]=[CH:21][CH:20]=3)(=[O:18])=[O:17])[CH2:15][C@@:9]1([C:44]1[CH:49]=[CH:48][CH:47]=[CH:46][CH:45]=1)[C@@:10](/[CH:26]=[C:27](/[C:29]1[CH:34]=[C:33]([O:35][C:36]([F:39])([F:38])[F:37])[CH:32]=[CH:31][C:30]=1[O:40][CH:41]1[CH2:43][CH2:42]1)\I)([OH:25])[CH2:11][CH2:12]2)[C:2]1[CH:7]=[CH:6][CH:5]=[CH:4][CH:3]=1.C1(P(C2C=CC=CC=2)CCCCP(C2C=CC=CC=2)C2C=CC=CC=2)C=CC=CC=1.C(N(C(C)C)C(C)C)C.[O:89]1CCC[CH2:90]1, predict the reaction product. The product is: [CH2:1]([N:8]1[C@H:13]2[CH2:12][CH2:11][C@@:10]3([CH:26]=[C:27]([C:29]4[CH:34]=[C:33]([O:35][C:36]([F:38])([F:39])[F:37])[CH:32]=[CH:31][C:30]=4[O:40][CH:41]4[CH2:42][CH2:43]4)[C:90](=[O:89])[O:25]3)[C@:9]1([C:44]1[CH:45]=[CH:46][CH:47]=[CH:48][CH:49]=1)[CH2:15][C@H:14]2[S:16]([C:19]1[CH:20]=[CH:21][CH:22]=[CH:23][CH:24]=1)(=[O:17])=[O:18])[C:2]1[CH:7]=[CH:6][CH:5]=[CH:4][CH:3]=1. (3) Given the reactants Cl[S:2]([C:5]1[CH:9]=[CH:8][S:7][C:6]=1[C:10]([O:12][CH3:13])=[O:11])(=[O:4])=[O:3].[CH2:14]([N:16](CC)[CH2:17][CH3:18])[CH3:15].C(NCC)C.O, predict the reaction product. The product is: [CH2:14]([N:16]([CH2:17][CH3:18])[S:2]([C:5]1[CH:9]=[CH:8][S:7][C:6]=1[C:10]([O:12][CH3:13])=[O:11])(=[O:4])=[O:3])[CH3:15]. (4) Given the reactants [CH3:1][C:2]1([S:5]([NH2:8])(=[O:7])=[O:6])[CH2:4][CH2:3]1.[F:9][C:10]1[CH:11]=[C:12]([CH:20]2[CH2:24][CH2:23][CH2:22][N:21]2[C:25]2[CH:26]=[CH:27][C:28]3[N:29]([C:31]([C:34](O)=[O:35])=[CH:32][N:33]=3)[CH:30]=2)[C:13]2[O:18][CH2:17][CH2:16][O:15][C:14]=2[CH:19]=1, predict the reaction product. The product is: [F:9][C:10]1[CH:11]=[C:12]([CH:20]2[CH2:24][CH2:23][CH2:22][N:21]2[C:25]2[CH:26]=[CH:27][C:28]3[N:29]([C:31]([C:34]([NH:8][S:5]([C:2]4([CH3:1])[CH2:4][CH2:3]4)(=[O:7])=[O:6])=[O:35])=[CH:32][N:33]=3)[CH:30]=2)[C:13]2[O:18][CH2:17][CH2:16][O:15][C:14]=2[CH:19]=1. (5) Given the reactants CN1C([C:7]2[CH:17]=[CH:16][C:10]3[CH2:11][CH2:12][NH:13][CH2:14][CH2:15][C:9]=3[CH:8]=2)=CC(C)=N1.C(N(CC)CC)C.FC(F)(F)C(OC(=O)C(F)(F)F)=O, predict the reaction product. The product is: [NH:13]1[C:14]2[CH:15]=[CH:9][CH:8]=[CH:7][C:17]=2[CH:16]=[CH:10][CH:11]=[CH:12]1. (6) Given the reactants [OH-].[Li+].[F:3][C:4]1[CH:9]=[C:8]([F:10])[CH:7]=[CH:6][C:5]=1[C:11]1[CH:16]=[CH:15][C:14]([C:17]([O:19]CC)=[O:18])=[CH:13][CH:12]=1.Cl, predict the reaction product. The product is: [F:3][C:4]1[CH:9]=[C:8]([F:10])[CH:7]=[CH:6][C:5]=1[C:11]1[CH:16]=[CH:15][C:14]([C:17]([OH:19])=[O:18])=[CH:13][CH:12]=1. (7) Given the reactants [CH3:1][O:2][CH:3]([O:19][CH3:20])[C@@:4]1([CH3:18])[C@@H:9]2[O:10][C@@H:8]2[C:7]2[CH:11]=[C:12]([N+:15]([O-:17])=[O:16])[CH:13]=[CH:14][C:6]=2[O:5]1.[Br:21][C:22]1[CH:27]=[CH:26][C:25]([NH:28][CH2:29][C:30]2[NH:31][CH:32]=[CH:33][N:34]=2)=[CH:24][CH:23]=1, predict the reaction product. The product is: [CH3:1][O:2][CH:3]([O:19][CH3:20])[C@@:4]1([CH3:18])[C@H:9]([OH:10])[C@@H:8]([N:28]([C:25]2[CH:26]=[CH:27][C:22]([Br:21])=[CH:23][CH:24]=2)[CH2:29][C:30]2[NH:31][CH:32]=[CH:33][N:34]=2)[C:7]2[CH:11]=[C:12]([N+:15]([O-:17])=[O:16])[CH:13]=[CH:14][C:6]=2[O:5]1.